Dataset: Catalyst prediction with 721,799 reactions and 888 catalyst types from USPTO. Task: Predict which catalyst facilitates the given reaction. (1) Reactant: Br[C:2]1[CH:7]=[C:6]([C:8]([F:11])([F:10])[F:9])[CH:5]=[C:4]([F:12])[CH:3]=1.[Li]CCCC.[Cl:18][C:19]1[CH:20]=[CH:21][C:22]([C:25]#[N:26])=[N:23][CH:24]=1.C[Si](Cl)(C)C.[CH:32]1([Mg]Cl)[CH2:37][CH2:36][CH2:35][CH2:34][CH2:33]1. Product: [Cl:18][C:19]1[CH:20]=[CH:21][C:22]([C:25]([CH:32]2[CH2:37][CH2:36][CH2:35][CH2:34][CH2:33]2)([C:2]2[CH:7]=[C:6]([C:8]([F:11])([F:10])[F:9])[CH:5]=[C:4]([F:12])[CH:3]=2)[NH2:26])=[N:23][CH:24]=1. The catalyst class is: 116. (2) Reactant: CCCCCC.C([Li])CCC.[C:12]([CH:14]1[CH2:16][CH2:15]1)#[CH:13].Cl[C:18]([O:20][CH3:21])=[O:19].[Cl-].[NH4+]. Product: [CH:14]1([C:12]#[C:13][C:18]([O:20][CH3:21])=[O:19])[CH2:16][CH2:15]1. The catalyst class is: 1.